From a dataset of Catalyst prediction with 721,799 reactions and 888 catalyst types from USPTO. Predict which catalyst facilitates the given reaction. (1) Reactant: [CH:1]1([CH2:4][C:5]2[N:6]=[C:7]([CH3:27])[NH:8][C:9](=[O:26])[C:10]=2[CH2:11][C:12]2[CH:17]=[CH:16][C:15]([C:18]3[C:19]([C:24]#[N:25])=[CH:20][CH:21]=[CH:22][CH:23]=3)=[CH:14][CH:13]=2)[CH2:3][CH2:2]1.[O:28]1[C:32]2[CH:33]=[CH:34][C:35](B(O)O)=[CH:36][C:31]=2[CH2:30][CH2:29]1.[N:40]1C=CC=CC=1.C(N(CC)CC)C.[C:53]([O:56]CC)(=[O:55])C. Product: [CH:1]1([CH2:4][C:5]2[N:6]=[C:7]([CH3:27])[N:8]([C:35]3[CH:34]=[CH:33][C:32]4[O:28][CH2:29][CH2:30][C:31]=4[CH:36]=3)[C:9](=[O:26])[C:10]=2[CH2:11][C:12]2[CH:17]=[CH:16][C:15]([C:18]3[CH:23]=[CH:22][CH:21]=[CH:20][C:19]=3[C:24]3[NH:40][C:53](=[O:55])[O:56][N:25]=3)=[CH:14][CH:13]=2)[CH2:3][CH2:2]1. The catalyst class is: 732. (2) Reactant: [N:1]1[CH:6]=[CH:5][CH:4]=[CH:3][C:2]=1[CH:7]([OH:14])C1C=CC=CC=1.[H-].[Na+].Cl[C:18]1[CH:23]=[CH:22][N+:21]([O-:24])=[CH:20][CH:19]=1. The catalyst class is: 12. Product: [N:1]1[CH:6]=[CH:5][CH:4]=[CH:3][C:2]=1[CH2:7][O:14][C:18]1[CH:23]=[CH:22][N+:21]([O-:24])=[CH:20][CH:19]=1.